From a dataset of Volume of distribution at steady state (VDss) regression data from Lombardo et al.. Regression/Classification. Given a drug SMILES string, predict its absorption, distribution, metabolism, or excretion properties. Task type varies by dataset: regression for continuous measurements (e.g., permeability, clearance, half-life) or binary classification for categorical outcomes (e.g., BBB penetration, CYP inhibition). For this dataset (vdss_lombardo), we predict log10(VDss) (log10 of volume of distribution in L/kg). (1) The molecule is COc1ccccc1Oc1c([N-]S(=O)(=O)c2ccc(C(C)(C)C)cc2)nc(-c2ncccn2)nc1OCCO. The log10(VDss) is -0.540. (2) The molecule is C=CC1=C(C)c2cc3[nH]c(cc4[nH+]c(cc5[nH]c(cc1[nH+]2)c(C)c5CCC(=O)[O-])C(CCC(=O)OC)=C4C)C1(C)C3=CC=C(C(=O)OC)C1C(=O)OC. The log10(VDss) is -0.200.